Dataset: Reaction yield outcomes from USPTO patents with 853,638 reactions. Task: Predict the reaction yield, written as a fraction of the theoretical maximum amount of product (1.0 means a 100% yield; for example, 0.34 means a 34% yield). (1) The reactants are [C:1]([O:5][C:6]([N:8]1[CH2:13][CH2:12][CH:11]([OH:14])[CH2:10][CH2:9]1)=[O:7])([CH3:4])([CH3:3])[CH3:2].[CH3:15][C:16]1[CH:25]=[C:24]([N+:26]([O-:28])=[O:27])[CH:23]=[C:18]([C:19]([O:21][CH3:22])=[O:20])[C:17]=1O.C1(P(C2C=CC=CC=2)C2C=CC=CC=2)C=CC=CC=1.N(C(OCC)=O)=NC(OCC)=O. The catalyst is ClCCl. The product is [C:1]([O:5][C:6]([N:8]1[CH2:13][CH2:12][CH:11]([O:14][C:17]2[C:16]([CH3:15])=[CH:25][C:24]([N+:26]([O-:28])=[O:27])=[CH:23][C:18]=2[C:19]([O:21][CH3:22])=[O:20])[CH2:10][CH2:9]1)=[O:7])([CH3:4])([CH3:2])[CH3:3]. The yield is 0.910. (2) The reactants are [Br:1][C:2]1[C:10]2[C:9]3[CH2:11][N:12]([CH2:22][C:23]([F:26])([F:25])[F:24])[C:13](=[O:21])[C@H:14]([CH2:16][C:17]([O:19]C)=[O:18])[CH2:15][C:8]=3[CH:7]=[C:6]([Br:27])[C:5]=2[NH:4][N:3]=1.O.O.[OH-].[Li+].Cl. The catalyst is CO.O1CCCC1. The product is [Br:1][C:2]1[C:10]2[C:9]3[CH2:11][N:12]([CH2:22][C:23]([F:24])([F:25])[F:26])[C:13](=[O:21])[C@H:14]([CH2:16][C:17]([OH:19])=[O:18])[CH2:15][C:8]=3[CH:7]=[C:6]([Br:27])[C:5]=2[NH:4][N:3]=1. The yield is 0.960.